This data is from Peptide-MHC class I binding affinity with 185,985 pairs from IEDB/IMGT. The task is: Regression. Given a peptide amino acid sequence and an MHC pseudo amino acid sequence, predict their binding affinity value. This is MHC class I binding data. (1) The binding affinity (normalized) is 0.275. The peptide sequence is LPIDKCSRII. The MHC is HLA-B35:01 with pseudo-sequence HLA-B35:01. (2) The peptide sequence is SSCSSCPLSKI. The MHC is HLA-A02:03 with pseudo-sequence HLA-A02:03. The binding affinity (normalized) is 0.123. (3) The peptide sequence is EEILSQLYRPL. The MHC is Mamu-A11 with pseudo-sequence Mamu-A11. The binding affinity (normalized) is 0.239.